From a dataset of Catalyst prediction with 721,799 reactions and 888 catalyst types from USPTO. Predict which catalyst facilitates the given reaction. (1) Reactant: C(OC([NH:8][CH2:9][C:10]1[CH:15]=[CH:14][C:13]([NH:16][C@@H:17]([CH:23]([CH3:25])[CH3:24])[C:18]([O:20][CH2:21][CH3:22])=[O:19])=[CH:12][CH:11]=1)=O)(C)(C)C.Cl.O1CCOCC1. Product: [NH2:8][CH2:9][C:10]1[CH:11]=[CH:12][C:13]([NH:16][C@@H:17]([CH:23]([CH3:24])[CH3:25])[C:18]([O:20][CH2:21][CH3:22])=[O:19])=[CH:14][CH:15]=1. The catalyst class is: 2. (2) Reactant: C(OC([N:8]([CH2:18][CH2:19][C:20]1[CH:25]=[CH:24][C:23]([N+:26]([O-:28])=[O:27])=[CH:22][CH:21]=1)[CH2:9][CH2:10][NH:11][CH2:12][C:13](OCC)=[O:14])=O)(C)(C)C.Cl.C(N(CC)CC)C. Product: [N+:26]([C:23]1[CH:24]=[CH:25][C:20]([CH2:19][CH2:18][N:8]2[CH2:9][CH2:10][NH:11][CH2:12][C:13]2=[O:14])=[CH:21][CH:22]=1)([O-:28])=[O:27]. The catalyst class is: 12.